Dataset: Full USPTO retrosynthesis dataset with 1.9M reactions from patents (1976-2016). Task: Predict the reactants needed to synthesize the given product. Given the product [Br:1][C:2]1[CH:7]=[CH:6][C:5]([CH2:8][CH2:9][OH:10])=[C:4]([CH3:12])[CH:3]=1, predict the reactants needed to synthesize it. The reactants are: [Br:1][C:2]1[CH:7]=[CH:6][C:5]([CH2:8][C:9](O)=[O:10])=[C:4]([CH3:12])[CH:3]=1.B.